Predict the product of the given reaction. From a dataset of Forward reaction prediction with 1.9M reactions from USPTO patents (1976-2016). (1) Given the reactants [NH2:1][C:2]1[N:3]=[CH:4][C:5]2[CH2:6][C:7](=[O:24])[NH:8][C:9]3[CH:16]=[C:15]([Cl:17])[C:14]([CH2:18][CH2:19][CH2:20][N:21]([CH3:23])[CH3:22])=[CH:13][C:10]=3[C:11]=2[N:12]=1.Br[C:26]1[C:27]([CH3:32])=[N:28][CH:29]=[CH:30][CH:31]=1.C(O)(C)(C)C.CC(C)([O-])C.[K+], predict the reaction product. The product is: [Cl:17][C:15]1[C:14]([CH2:18][CH2:19][CH2:20][N:21]([CH3:22])[CH3:23])=[CH:13][C:10]2[C:11]3[N:12]=[C:2]([NH:1][C:26]4[C:27]([CH3:32])=[N:28][CH:29]=[CH:30][CH:31]=4)[N:3]=[CH:4][C:5]=3[CH2:6][C:7](=[O:24])[NH:8][C:9]=2[CH:16]=1. (2) Given the reactants C([O:8][C:9]1[C:14]([CH:15]([C:17]2[CH:22]=[CH:21][C:20]([CH2:23][CH2:24][O:25][CH2:26][O:27][CH3:28])=[CH:19][CH:18]=2)O)=[C:13]([CH3:29])[CH:12]=[C:11]([CH3:30])[N:10]=1)C1C=CC=CC=1, predict the reaction product. The product is: [CH3:28][O:27][CH2:26][O:25][CH2:24][CH2:23][C:20]1[CH:21]=[CH:22][C:17]([CH2:15][C:14]2[C:9](=[O:8])[NH:10][C:11]([CH3:30])=[CH:12][C:13]=2[CH3:29])=[CH:18][CH:19]=1. (3) Given the reactants [F:1][C:2]1[CH:3]=[C:4]([C:8]2[C:13]([C:14]3[CH:19]=[CH:18][N:17]=[CH:16][CH:15]=3)=[CH:12][C:11]([N+:20]([O-])=O)=[C:10]([NH2:23])[N:9]=2)[CH:5]=[CH:6][CH:7]=1, predict the reaction product. The product is: [F:1][C:2]1[CH:3]=[C:4]([C:8]2[C:13]([C:14]3[CH:19]=[CH:18][N:17]=[CH:16][CH:15]=3)=[CH:12][C:11]([NH2:20])=[C:10]([NH2:23])[N:9]=2)[CH:5]=[CH:6][CH:7]=1. (4) Given the reactants [OH:1][B:2]1[C:6]2[CH:7]=[C:8]([CH:11]=O)[CH:9]=[CH:10][C:5]=2[C:4]([CH3:14])([CH3:13])[O:3]1.[CH3:15][N+:16]([O-:18])=[O:17].CC(=O)OCC, predict the reaction product. The product is: [CH3:13][C:4]1([CH3:14])[O:3][B:2]([OH:1])[C:6]2[CH:7]=[C:8](/[CH:11]=[CH:15]/[N+:16]([O-:18])=[O:17])[CH:9]=[CH:10][C:5]1=2. (5) Given the reactants [C:1]([O:5][C:6]([N:8]1[CH2:13][CH2:12][C:11]([C:17]2[CH:22]=[CH:21][CH:20]=[CH:19][CH:18]=2)([C:14](O)=[O:15])[CH2:10][CH2:9]1)=[O:7])([CH3:4])([CH3:3])[CH3:2].C(N(C(C)C)CC)(C)C.S(Cl)(Cl)=O.[CH2:36]([NH2:43])[C:37]1[CH:42]=[CH:41][CH:40]=[CH:39][CH:38]=1, predict the reaction product. The product is: [C:1]([O:5][C:6]([N:8]1[CH2:13][CH2:12][C:11]([C:14](=[O:15])[NH:43][CH2:36][C:37]2[CH:42]=[CH:41][CH:40]=[CH:39][CH:38]=2)([C:17]2[CH:22]=[CH:21][CH:20]=[CH:19][CH:18]=2)[CH2:10][CH2:9]1)=[O:7])([CH3:4])([CH3:2])[CH3:3]. (6) Given the reactants Br[C:2]1[CH:7]=[CH:6][C:5]([C:8]2([C:11]3[N:15]4[CH2:16][CH2:17][S:18][C:19]([CH2:22][O:23][Si:24]([C:27]([CH3:30])([CH3:29])[CH3:28])([CH3:26])[CH3:25])([CH3:21])[CH2:20][C:14]4=[N:13][N:12]=3)[CH2:10][CH2:9]2)=[C:4]([F:31])[CH:3]=1.[N:32]1[CH:37]=[CH:36][CH:35]=[C:34](B(O)O)[CH:33]=1.C(=O)([O-])[O-].[K+].[K+].C(=O)([O-])O.[Na+], predict the reaction product. The product is: [Si:24]([O:23][CH2:22][C:19]1([CH3:21])[S:18][CH2:17][CH2:16][N:15]2[C:11]([C:8]3([C:5]4[CH:6]=[CH:7][C:2]([C:34]5[CH:33]=[N:32][CH:37]=[CH:36][CH:35]=5)=[CH:3][C:4]=4[F:31])[CH2:10][CH2:9]3)=[N:12][N:13]=[C:14]2[CH2:20]1)([C:27]([CH3:30])([CH3:29])[CH3:28])([CH3:26])[CH3:25]. (7) Given the reactants Br[C:2]1[CH:11]=[CH:10][C:5]([C:6]([O:8][CH3:9])=[O:7])=[CH:4][C:3]=1[F:12].CN(C=O)C.CCN(CC)CC.[CH3:25][O:26][CH2:27][C:28]#[CH:29], predict the reaction product. The product is: [F:12][C:3]1[CH:4]=[C:5]([CH:10]=[CH:11][C:2]=1[C:29]#[C:28][CH2:27][O:26][CH3:25])[C:6]([O:8][CH3:9])=[O:7]. (8) Given the reactants [OH:1][C:2]1[C:11]2[C:6](=[N:7][CH:8]=[CH:9][N:10]=2)[NH:5][C:4](=[O:12])[C:3]=1[C:13]([O:15][CH2:16][CH3:17])=[O:14].[H-].[Na+].[CH2:20](Br)[C:21]1[CH:26]=[CH:25][CH:24]=[CH:23][CH:22]=1.Cl, predict the reaction product. The product is: [OH:1][C:2]1[C:11]2[C:6](=[N:7][CH:8]=[CH:9][N:10]=2)[N:5]([CH2:20][C:21]2[CH:26]=[CH:25][CH:24]=[CH:23][CH:22]=2)[C:4](=[O:12])[C:3]=1[C:13]([O:15][CH2:16][CH3:17])=[O:14].